From a dataset of Catalyst prediction with 721,799 reactions and 888 catalyst types from USPTO. Predict which catalyst facilitates the given reaction. Reactant: [F:1][C:2]1[CH:8]=[CH:7][C:5]([NH2:6])=[CH:4][C:3]=1[N+:9]([O-:11])=[O:10].[C:12]([O:16][C:17](=O)[O:18]C(C)(C)C)([CH3:15])([CH3:14])[CH3:13]. Product: [F:1][C:2]1[CH:8]=[CH:7][C:5]([NH:6][C:17](=[O:18])[O:16][C:12]([CH3:15])([CH3:14])[CH3:13])=[CH:4][C:3]=1[N+:9]([O-:11])=[O:10]. The catalyst class is: 8.